Dataset: Full USPTO retrosynthesis dataset with 1.9M reactions from patents (1976-2016). Task: Predict the reactants needed to synthesize the given product. (1) Given the product [CH2:1]([O:8][CH2:9][CH:10]([F:31])[CH2:11][N:12]1[CH:16]=[C:15]([C:17]([O:19][C:20]([CH3:23])([CH3:22])[CH3:21])=[O:18])[N:14]=[N:13]1)[C:2]1[CH:7]=[CH:6][CH:5]=[CH:4][CH:3]=1, predict the reactants needed to synthesize it. The reactants are: [CH2:1]([O:8][CH2:9][CH:10](O)[CH2:11][N:12]1[CH:16]=[C:15]([C:17]([O:19][C:20]([CH3:23])([CH3:22])[CH3:21])=[O:18])[N:14]=[N:13]1)[C:2]1[CH:7]=[CH:6][CH:5]=[CH:4][CH:3]=1.CCN(S(F)(F)[F:31])CC. (2) Given the product [Br:1][C:2]1[CH:7]=[CH:6][C:5]([O:8][CH2:11][C:12]([CH3:15])([OH:13])[CH3:14])=[C:4]([O:9][CH3:10])[CH:3]=1, predict the reactants needed to synthesize it. The reactants are: [Br:1][C:2]1[CH:7]=[CH:6][C:5]([OH:8])=[C:4]([O:9][CH3:10])[CH:3]=1.[CH3:11][C:12]1([CH3:15])[CH2:14][O:13]1. (3) Given the product [OH:3][CH2:4][C:6]1[CH:7]=[C:8]2[C:13](=[CH:14][CH:15]=1)[NH:12][CH:11]=[C:10]([C:16]#[N:17])[CH:9]2[CH2:18][CH2:19][CH2:20][CH3:21], predict the reactants needed to synthesize it. The reactants are: C([O:3][C:4]([C:6]1[CH:7]=[C:8]2[C:13](=[CH:14][CH:15]=1)[N:12]=[CH:11][C:10]([C:16]#[N:17])=[C:9]2[CH2:18][CH2:19][CH2:20][CH3:21])=O)C.[BH4-].[Li+]. (4) Given the product [C:32]([O:31][C:29]([CH:26]1[CH2:25][CH2:24][N:23]([C:21]2[NH:22][C:5](=[O:17])[C:6]([C:7]([O:9][CH:10]([CH3:11])[CH3:12])=[O:8])=[CH:13][C:20]=2[C:18]#[N:19])[CH2:28][CH2:27]1)=[O:30])([CH3:35])([CH3:33])[CH3:34], predict the reactants needed to synthesize it. The reactants are: C(O[C:5](=[O:17])[C:6](=[CH:13]OCC)[C:7]([O:9][CH:10]([CH3:12])[CH3:11])=[O:8])(C)C.[C:18]([CH2:20][C:21]([N:23]1[CH2:28][CH2:27][CH:26]([C:29]([O:31][C:32]([CH3:35])([CH3:34])[CH3:33])=[O:30])[CH2:25][CH2:24]1)=[NH:22])#[N:19]. (5) The reactants are: [I:1][C:2]1[CH:18]=[CH:17][C:5]([O:6][CH2:7][CH2:8][CH2:9][CH2:10][CH2:11][C:12]([O:14]CC)=[O:13])=[CH:4][CH:3]=1.O.[OH-].[Na+]. Given the product [I:1][C:2]1[CH:3]=[CH:4][C:5]([O:6][CH2:7][CH2:8][CH2:9][CH2:10][CH2:11][C:12]([OH:14])=[O:13])=[CH:17][CH:18]=1, predict the reactants needed to synthesize it.